Dataset: Reaction yield outcomes from USPTO patents with 853,638 reactions. Task: Predict the reaction yield, written as a fraction of the theoretical maximum amount of product (1.0 means a 100% yield; for example, 0.34 means a 34% yield). (1) The product is [CH3:30][O:29][C:27](=[O:28])[C@@H:26]([N:3]1[C:2](=[O:1])[C:6]2([CH2:7][CH2:8][N:9]([C:12]([O:14][C:15]([CH3:18])([CH3:17])[CH3:16])=[O:13])[CH2:10][CH2:11]2)[N:5]([C:19]2[CH:20]=[CH:21][CH:22]=[CH:23][CH:24]=2)[CH2:4]1)[C:31]1[CH:32]=[CH:33][CH:34]=[CH:35][CH:36]=1. The yield is 0.423. The catalyst is CN(C)C=O. The reactants are [O:1]=[C:2]1[C:6]2([CH2:11][CH2:10][N:9]([C:12]([O:14][C:15]([CH3:18])([CH3:17])[CH3:16])=[O:13])[CH2:8][CH2:7]2)[N:5]([C:19]2[CH:24]=[CH:23][CH:22]=[CH:21][CH:20]=2)[CH2:4][NH:3]1.Br[C@@H:26]([C:31]1[CH:36]=[CH:35][CH:34]=[CH:33][CH:32]=1)[C:27]([O:29][CH3:30])=[O:28].C(=O)([O-])[O-].[K+].[K+]. (2) The reactants are BrBr.[C:3]([C:6]1[CH:12]=[CH:11][C:9]([NH2:10])=[CH:8][CH:7]=1)(=[O:5])[CH3:4].[S-:13][C:14]#[N:15].[Na+]. The catalyst is C(O)(=O)C. The product is [NH2:15][C:14]1[S:13][C:8]2[CH:7]=[C:6]([C:3](=[O:5])[CH3:4])[CH:12]=[CH:11][C:9]=2[N:10]=1. The yield is 0.410. (3) The reactants are [NH2:1][C:2]1[C:7]2=[CH:8][CH:9]=[C:10]([CH:11]3[O:16][CH2:15][CH2:14][N:13]([C:17]([O:19][C:20]([CH3:23])([CH3:22])[CH3:21])=[O:18])[CH2:12]3)[N:6]2[N:5]=[CH:4][N:3]=1.[Br:24]N1C(C)(C)C(=O)N(Br)C1=O. The catalyst is CN(C=O)C. The product is [NH2:1][C:2]1[C:7]2=[C:8]([Br:24])[CH:9]=[C:10]([CH:11]3[O:16][CH2:15][CH2:14][N:13]([C:17]([O:19][C:20]([CH3:23])([CH3:22])[CH3:21])=[O:18])[CH2:12]3)[N:6]2[N:5]=[CH:4][N:3]=1. The yield is 0.840. (4) The reactants are Cl.O.O.[CH2:4]=[C:5]1[C:10](=[O:11])[CH:9]2[CH2:12][CH2:13][N:6]1[CH2:7][CH2:8]2.C([O-])([O-])=O.[K+].[K+].C(Cl)Cl. The catalyst is O. The product is [CH2:4]=[C:5]1[C:10](=[O:11])[CH:9]2[CH2:12][CH2:13][N:6]1[CH2:7][CH2:8]2. The yield is 1.00. (5) The reactants are CCN=C=NCCCN(C)C.[F:12][C:13]1[CH:18]=[CH:17][C:16]([N:19]2[CH2:25][CH2:24][CH2:23][CH2:22][CH:21]([C:26]([OH:28])=O)[C:20]2=[O:29])=[CH:15][CH:14]=1.C1C=CC2N(O)N=NC=2C=1.[NH2:40][C:41]1[CH:73]=[CH:72][C:44]([O:45][C:46]2[CH:51]=[CH:50][N:49]=[C:48]3[N:52]([CH2:63][C:64]4[CH:69]=[CH:68][C:67]([O:70][CH3:71])=[CH:66][CH:65]=4)[N:53]=[C:54]([NH:55][CH:56]4[CH2:61][CH2:60][N:59]([CH3:62])[CH2:58][CH2:57]4)[C:47]=23)=[C:43]([F:74])[CH:42]=1.C(N(CC)CC)C. The catalyst is CN(C=O)C.CCOC(C)=O. The product is [CH3:71][O:70][C:67]1[CH:66]=[CH:65][C:64]([CH2:63][N:52]2[C:48]3=[N:49][CH:50]=[CH:51][C:46]([O:45][C:44]4[CH:72]=[CH:73][C:41]([NH:40][C:26]([CH:21]5[CH2:22][CH2:23][CH2:24][CH2:25][N:19]([C:16]6[CH:15]=[CH:14][C:13]([F:12])=[CH:18][CH:17]=6)[C:20]5=[O:29])=[O:28])=[CH:42][C:43]=4[F:74])=[C:47]3[C:54]([NH:55][CH:56]3[CH2:61][CH2:60][N:59]([CH3:62])[CH2:58][CH2:57]3)=[N:53]2)=[CH:69][CH:68]=1. The yield is 0.670.